Task: Predict the product of the given reaction.. Dataset: Forward reaction prediction with 1.9M reactions from USPTO patents (1976-2016) Given the reactants [C:1]([C:3]1[N:4]=[CH:5][C:6]([NH:9][C:10]2[CH:15]=[C:14]([NH:16][CH2:17][CH:18]3[CH2:23][CH2:22][N:21](C(OC(C)(C)C)=O)[CH2:20][CH2:19]3)[C:13](/[CH:31]=[CH:32]/[CH2:33][O:34][CH3:35])=[CH:12][N:11]=2)=[N:7][CH:8]=1)#[N:2], predict the reaction product. The product is: [CH3:35][O:34][CH2:33][CH2:32][CH2:31][C:13]1[C:14]([NH:16][CH2:17][CH:18]2[CH2:19][CH2:20][NH:21][CH2:22][CH2:23]2)=[CH:15][C:10]([NH:9][C:6]2[N:7]=[CH:8][C:3]([C:1]#[N:2])=[N:4][CH:5]=2)=[N:11][CH:12]=1.